Dataset: Full USPTO retrosynthesis dataset with 1.9M reactions from patents (1976-2016). Task: Predict the reactants needed to synthesize the given product. (1) Given the product [ClH:1].[NH2:37][C:2]1[N:7]=[C:6]([C:8]2[S:12][C:11]([CH:13]3[CH2:18][CH2:17][O:16][CH2:15][CH2:14]3)=[N:10][C:9]=2[C:19]2[C:20]([F:35])=[C:21]([NH:25][S:26]([C:29]3[CH:30]=[N:31][N:32]([CH3:34])[CH:33]=3)(=[O:28])=[O:27])[CH:22]=[CH:23][CH:24]=2)[CH:5]=[CH:4][N:3]=1, predict the reactants needed to synthesize it. The reactants are: [Cl:1][C:2]1[N:7]=[C:6]([C:8]2[S:12][C:11]([CH:13]3[CH2:18][CH2:17][O:16][CH2:15][CH2:14]3)=[N:10][C:9]=2[C:19]2[C:20]([F:35])=[C:21]([NH:25][S:26]([C:29]3[CH:30]=[N:31][N:32]([CH3:34])[CH:33]=3)(=[O:28])=[O:27])[CH:22]=[CH:23][CH:24]=2)[CH:5]=[CH:4][N:3]=1.[OH-].[NH4+:37]. (2) The reactants are: [F:1][C:2]1[C:7]([F:8])=[CH:6][CH:5]=[CH:4][C:3]=1[CH2:9][CH2:10][C:11]1[CH:16]=[C:15]([OH:17])[N:14]2[N:18]=[C:19]([NH:21]C(=O)C)[CH:20]=[C:13]2[N:12]=1.Cl.[OH-].[Na+]. Given the product [NH2:21][C:19]1[CH:20]=[C:13]2[N:12]=[C:11]([CH2:10][CH2:9][C:3]3[CH:4]=[CH:5][CH:6]=[C:7]([F:8])[C:2]=3[F:1])[CH:16]=[C:15]([OH:17])[N:14]2[N:18]=1, predict the reactants needed to synthesize it. (3) Given the product [I:5][C:6]1[CH:16]=[CH:15][CH:14]=[C:8]([C:9]([OH:11])=[O:10])[C:7]=1[C:12]([NH:4][CH:1]([CH3:3])[CH3:2])=[O:13], predict the reactants needed to synthesize it. The reactants are: [CH:1]([NH2:4])([CH3:3])[CH3:2].[I:5][C:6]1[CH:16]=[CH:15][CH:14]=[C:8]2[C:9]([O:11][C:12](=[O:13])[C:7]=12)=[O:10]. (4) Given the product [C:1]([C:3]1[CH:4]=[CH:5][C:6]([NH:9][CH:10]([C:15]2[CH:20]=[C:19]([CH:21]=[CH2:25])[CH:18]=[C:17]([CH:23]=[O:24])[CH:16]=2)[C:11]([O:13][CH3:14])=[O:12])=[CH:7][CH:8]=1)#[N:2], predict the reactants needed to synthesize it. The reactants are: [C:1]([C:3]1[CH:8]=[CH:7][C:6]([NH:9][CH:10]([C:15]2[CH:20]=[C:19]([CH:21]=O)[CH:18]=[C:17]([CH:23]=[O:24])[CH:16]=2)[C:11]([O:13][CH3:14])=[O:12])=[CH:5][CH:4]=1)#[N:2].[C:25](=O)([O-])[O-].[K+].[K+]. (5) Given the product [Cl:15][C:12]1[CH:13]=[CH:14][C:9]([C@H:8]2[CH2:7][CH2:6][C@H:5]([C:19]3[CH:24]=[CH:23][C:22]([Cl:25])=[C:21]([N+:26]([O-:28])=[O:27])[CH:20]=3)[NH:4]2)=[CH:10][C:11]=1[N+:16]([O-:18])=[O:17], predict the reactants needed to synthesize it. The reactants are: C([N:4]1[C@@H:8]([C:9]2[CH:14]=[CH:13][C:12]([Cl:15])=[C:11]([N+:16]([O-:18])=[O:17])[CH:10]=2)[CH2:7][CH2:6][C@@H:5]1[C:19]1[CH:24]=[CH:23][C:22]([Cl:25])=[C:21]([N+:26]([O-:28])=[O:27])[CH:20]=1)C=C.O.